From a dataset of Reaction yield outcomes from USPTO patents with 853,638 reactions. Predict the reaction yield, written as a fraction of the theoretical maximum amount of product (1.0 means a 100% yield; for example, 0.34 means a 34% yield). The reactants are [CH3:1][C:2]1[N:7]=[C:6]([C:8]2[CH:13]=[CH:12][N:11]=[C:10]([C:14]3[CH:15]=[C:16]([NH2:20])[CH:17]=[CH:18][CH:19]=3)[N:9]=2)[CH:5]=[C:4]([C:21]2[CH:26]=[CH:25][C:24]([C:27]([F:30])([F:29])[F:28])=[CH:23][CH:22]=2)[CH:3]=1.[C:31](Cl)(=[O:33])[CH3:32]. The catalyst is CCOC(C)=O.C([O-])(O)=O.[Na+]. The product is [CH3:1][C:2]1[N:7]=[C:6]([C:8]2[CH:13]=[CH:12][N:11]=[C:10]([C:14]3[CH:15]=[C:16]([NH:20][C:31](=[O:33])[CH3:32])[CH:17]=[CH:18][CH:19]=3)[N:9]=2)[CH:5]=[C:4]([C:21]2[CH:26]=[CH:25][C:24]([C:27]([F:30])([F:28])[F:29])=[CH:23][CH:22]=2)[CH:3]=1. The yield is 0.600.